This data is from Reaction yield outcomes from USPTO patents with 853,638 reactions. The task is: Predict the reaction yield, written as a fraction of the theoretical maximum amount of product (1.0 means a 100% yield; for example, 0.34 means a 34% yield). (1) The reactants are [CH3:1][C:2]([CH3:14])([CH3:13])[C:3]([NH:5][C:6]1[CH:11]=[CH:10][CH:9]=[CH:8][C:7]=1[CH3:12])=O.[Li]CCCC.[NH4+].[Cl-]. The catalyst is C1COCC1. The product is [C:2]([C:3]1[NH:5][C:6]2[C:7]([CH:12]=1)=[CH:8][CH:9]=[CH:10][CH:11]=2)([CH3:14])([CH3:13])[CH3:1]. The yield is 0.880. (2) The reactants are [NH2:1][C:2]1[CH:6]=[C:5]([Cl:7])[N:4]([C:8]2[CH:13]=[CH:12][C:11]([CH2:14][CH3:15])=[CH:10][CH:9]=2)[C:3]=1[C:16]([O:18][CH2:19][CH3:20])=[O:17].N1C=CC=CC=1.[C:27]1([CH2:33][C:34](Cl)=[O:35])[CH:32]=[CH:31][CH:30]=[CH:29][CH:28]=1. The catalyst is C(Cl)Cl. The product is [Cl:7][C:5]1[N:4]([C:8]2[CH:9]=[CH:10][C:11]([CH2:14][CH3:15])=[CH:12][CH:13]=2)[C:3]([C:16]([O:18][CH2:19][CH3:20])=[O:17])=[C:2]([NH:1][C:34](=[O:35])[CH2:33][C:27]2[CH:32]=[CH:31][CH:30]=[CH:29][CH:28]=2)[CH:6]=1. The yield is 0.930. (3) The reactants are [CH3:1][O:2][C:3]1[C:4]([CH3:34])=[C:5]([C:25]([O:32][CH3:33])=[C:26]([O:30][CH3:31])[C:27]=1[O:28][CH3:29])[CH2:6][C:7]1[CH:8]=[CH:9][C:10](OS(C(F)(F)F)(=O)=O)=[C:11]([CH:16]=1)[C:12]([O:14][CH3:15])=[O:13].C(=O)([O-])[O-].[Na+].[Na+].[Cl-].[Li+].[CH3:43][O:44][C:45]1[CH:50]=[CH:49][CH:48]=[CH:47][C:46]=1B(O)O. The catalyst is C1(C)C=CC=CC=1.C(OCC)(=O)C. The product is [CH3:1][O:2][C:3]1[C:4]([CH3:34])=[C:5]([C:25]([O:32][CH3:33])=[C:26]([O:30][CH3:31])[C:27]=1[O:28][CH3:29])[CH2:6][C:7]1[CH:8]=[CH:9][C:10]([C:46]2[CH:47]=[CH:48][CH:49]=[CH:50][C:45]=2[O:44][CH3:43])=[C:11]([CH:16]=1)[C:12]([O:14][CH3:15])=[O:13]. The yield is 0.970.